From a dataset of Reaction yield outcomes from USPTO patents with 853,638 reactions. Predict the reaction yield, written as a fraction of the theoretical maximum amount of product (1.0 means a 100% yield; for example, 0.34 means a 34% yield). (1) The reactants are [CH3:1][C:2]1[CH:7]=[CH:6][CH:5]=[CH:4][C:3]=1[NH:8][C:9](=[O:32])[NH:10][C:11]1[CH:16]=[CH:15][C:14]([CH2:17][C:18]([O:20]C2C(F)=C(F)C(F)=C(F)C=2F)=O)=[CH:13][CH:12]=1.[NH2:33][C@@H:34]([CH3:47])[CH2:35][O:36][C:37]1[CH:46]=[CH:45][C:40]([C:41]([O:43]C)=[O:42])=[CH:39][CH:38]=1.CCN(CC)CC.CN([CH:58]=[O:59])C. The catalyst is CCOC(C)=O. The product is [CH3:58][O:59][C:16]1[CH:15]=[C:14]([CH2:17][C:18]([NH:33][C@@H:34]([CH3:47])[CH2:35][O:36][C:37]2[CH:46]=[CH:45][C:40]([C:41]([OH:43])=[O:42])=[CH:39][CH:38]=2)=[O:20])[CH:13]=[CH:12][C:11]=1[NH:10][C:9]([NH:8][C:3]1[CH:4]=[CH:5][CH:6]=[CH:7][C:2]=1[CH3:1])=[O:32]. The yield is 0.360. (2) The reactants are [CH:1](=[C:8]([C:14]([O:16][CH2:17][CH3:18])=[O:15])C(OCC)=O)[C:2]1[CH:7]=[CH:6][CH:5]=[CH:4][CH:3]=1.[C-:19]#[N:20].[K+]. The catalyst is CCO.O. The product is [C:19]([CH:1]([C:2]1[CH:3]=[CH:4][CH:5]=[CH:6][CH:7]=1)[CH2:8][C:14]([O:16][CH2:17][CH3:18])=[O:15])#[N:20]. The yield is 0.830. (3) The reactants are [Cl:1][C:2]1[N:7]=[C:6]([NH:8][C:9]2[N:14]=[CH:13][C:12]3[C:15]([C:21]4[CH:22]=[N:23][N:24]([CH2:26][C:27]([OH:29])=O)[CH:25]=4)=[CH:16][N:17]([CH:18]([CH3:20])[CH3:19])[C:11]=3[CH:10]=2)[CH:5]=[CH:4][N:3]=1.CN(C(ON1N=NC2C=CC=CC1=2)=[N+](C)C)C.F[P-](F)(F)(F)(F)F.C(N(CC)C(C)C)(C)C.[O:63]1[CH2:66][CH:65]([NH2:67])[CH2:64]1. The catalyst is O.CN(C)C=O. The product is [Cl:1][C:2]1[N:7]=[C:6]([NH:8][C:9]2[N:14]=[CH:13][C:12]3[C:15]([C:21]4[CH:22]=[N:23][N:24]([CH2:26][C:27]([NH:67][CH:65]5[CH2:66][O:63][CH2:64]5)=[O:29])[CH:25]=4)=[CH:16][N:17]([CH:18]([CH3:20])[CH3:19])[C:11]=3[CH:10]=2)[CH:5]=[CH:4][N:3]=1. The yield is 0.810. (4) The reactants are [CH3:1][O:2][C:3]([C:5]1[N:13]([CH2:14][CH2:15][O:16][Si:17]([CH:24]([CH3:26])[CH3:25])([CH:21]([CH3:23])[CH3:22])[CH:18]([CH3:20])[CH3:19])[C:12]2[CH:11]=[CH:10][N:9]=[CH:8][C:7]=2[C:6]=1[NH2:27])=[O:4].[F:28][C:29]1[CH:34]=[C:33]([Si:35]([CH3:38])([CH3:37])[CH3:36])[CH:32]=[CH:31][C:30]=1OS(C(F)(F)F)(=O)=O.CC1(C)C2C(=C(P(C3C=CC=CC=3)C3C=CC=CC=3)C=CC=2)OC2C(P(C3C=CC=CC=3)C3C=CC=CC=3)=CC=CC1=2.C([O-])([O-])=O.[Cs+].[Cs+]. The catalyst is C1(C)C=CC=CC=1.CCOC(C)=O.C1C=CC(/C=C/C(/C=C/C2C=CC=CC=2)=O)=CC=1.C1C=CC(/C=C/C(/C=C/C2C=CC=CC=2)=O)=CC=1.C1C=CC(/C=C/C(/C=C/C2C=CC=CC=2)=O)=CC=1.[Pd].[Pd]. The product is [CH3:1][O:2][C:3]([C:5]1[N:13]([CH2:14][CH2:15][O:16][Si:17]([CH:24]([CH3:26])[CH3:25])([CH:18]([CH3:20])[CH3:19])[CH:21]([CH3:23])[CH3:22])[C:12]2[CH:11]=[CH:10][N:9]=[CH:8][C:7]=2[C:6]=1[NH:27][C:30]1[CH:31]=[CH:32][C:33]([Si:35]([CH3:37])([CH3:36])[CH3:38])=[CH:34][C:29]=1[F:28])=[O:4]. The yield is 0.880. (5) The reactants are [S:1]1[CH:5]=[CH:4][CH:3]=[C:2]1[CH2:6][NH:7][C:8]([C:10]1[CH:25]=[C:13]2[CH:14]=[C:15]([C:19]3[CH:24]=[CH:23][CH:22]=[CH:21][CH:20]=3)[CH:16]=[C:17](Br)[N:12]2[N:11]=1)=[O:9].[O:26]1[CH:30]=[CH:29][CH:28]=[C:27]1B(O)O.O1CCOCC1. The catalyst is [O-]P([O-])([O-])=O.[K+].[K+].[K+].CCOC(C)=O.C1C=CC([P]([Pd]([P](C2C=CC=CC=2)(C2C=CC=CC=2)C2C=CC=CC=2)([P](C2C=CC=CC=2)(C2C=CC=CC=2)C2C=CC=CC=2)[P](C2C=CC=CC=2)(C2C=CC=CC=2)C2C=CC=CC=2)(C2C=CC=CC=2)C2C=CC=CC=2)=CC=1. The product is [S:1]1[CH:5]=[CH:4][CH:3]=[C:2]1[CH2:6][NH:7][C:8]([C:10]1[CH:25]=[C:13]2[CH:14]=[C:15]([C:19]3[CH:24]=[CH:23][CH:22]=[CH:21][CH:20]=3)[CH:16]=[C:17]([C:27]3[O:26][CH:30]=[CH:29][CH:28]=3)[N:12]2[N:11]=1)=[O:9]. The yield is 0.680. (6) The reactants are [I:1][C:2]1[CH:8]=[CH:7][C:5]([NH2:6])=[CH:4][CH:3]=1.[C:9]1(=O)[CH2:13][CH2:12][CH2:11][CH2:10]1.C[Si]([C:19]#[N:20])(C)C.[OH-].[NH4+]. The catalyst is C(O)(=O)C. The product is [I:1][C:2]1[CH:8]=[CH:7][C:5]([NH:6][C:9]2([C:19]#[N:20])[CH2:13][CH2:12][CH2:11][CH2:10]2)=[CH:4][CH:3]=1. The yield is 0.940. (7) The catalyst is CN(C=O)C.O. The reactants are [O:1]=[C:2]1[NH:7][CH2:6][CH2:5][N:4]2[N:8]=[C:9]([C:11]([O:13][CH2:14][CH3:15])=[O:12])[CH:10]=[C:3]12.[H-].[Na+].[CH3:18][O:19][C:20]1[CH:27]=[CH:26][C:23]([CH2:24]Cl)=[CH:22][CH:21]=1. The yield is 0.950. The product is [CH3:18][O:19][C:20]1[CH:27]=[CH:26][C:23]([CH2:24][N:7]2[CH2:6][CH2:5][N:4]3[N:8]=[C:9]([C:11]([O:13][CH2:14][CH3:15])=[O:12])[CH:10]=[C:3]3[C:2]2=[O:1])=[CH:22][CH:21]=1. (8) The reactants are CC([O-])(C)C.[K+].[C:7]([CH2:9][C:10]([NH2:12])=[O:11])#[N:8].[CH3:13][C:14](=O)[CH:15]=[CH:16][CH2:17][CH3:18].O=O.Cl. The catalyst is CS(C)=O.O. The product is [CH2:17]([C:16]1[CH:15]=[C:14]([CH3:13])[NH:12][C:10](=[O:11])[C:9]=1[C:7]#[N:8])[CH3:18]. The yield is 0.310. (9) The reactants are [C:1]([NH:5][S:6]([CH2:9][CH2:10][CH2:11]Cl)(=[O:8])=[O:7])([CH3:4])([CH3:3])[CH3:2].[Li]CCCC. The catalyst is C1COCC1. The product is [C:1]([NH:5][S:6]([CH:9]1[CH2:11][CH2:10]1)(=[O:8])=[O:7])([CH3:4])([CH3:3])[CH3:2]. The yield is 0.560.